Task: Predict the reactants needed to synthesize the given product.. Dataset: Full USPTO retrosynthesis dataset with 1.9M reactions from patents (1976-2016) Given the product [F:1][C:2]1[CH:3]=[C:4]([CH:7]=[C:8]([F:10])[CH:9]=1)[CH2:5][P:14](=[O:18])([O:15][CH2:16][CH3:17])[O:13][CH2:11][CH3:12], predict the reactants needed to synthesize it. The reactants are: [F:1][C:2]1[CH:3]=[C:4]([CH:7]=[C:8]([F:10])[CH:9]=1)[CH2:5]Br.[CH2:11]([O:13][P:14]([O:18]CC)[O:15][CH2:16][CH3:17])[CH3:12].